This data is from Reaction yield outcomes from USPTO patents with 853,638 reactions. The task is: Predict the reaction yield, written as a fraction of the theoretical maximum amount of product (1.0 means a 100% yield; for example, 0.34 means a 34% yield). (1) The reactants are [NH2:1][C@@H:2]([CH2:6][S:7][CH2:8][C:9]1[CH:14]=[CH:13][C:12]([O:15][CH3:16])=[CH:11][CH:10]=1)[C:3]([OH:5])=[O:4].C(=O)([O-])[O-].[K+].[K+].O([C:31]([O:33][C:34]([CH3:37])([CH3:36])[CH3:35])=[O:32])[C:31]([O:33][C:34]([CH3:37])([CH3:36])[CH3:35])=[O:32]. The catalyst is O1CCCC1.O. The product is [C:31]([C@@:2]([NH2:1])([CH2:6][S:7][CH2:8][C:9]1[CH:14]=[CH:13][C:12]([O:15][CH3:16])=[CH:11][CH:10]=1)[C:3]([OH:5])=[O:4])([O:33][C:34]([CH3:35])([CH3:36])[CH3:37])=[O:32]. The yield is 0.990. (2) The reactants are Cl[C:2](Cl)([O:4]C(=O)OC(Cl)(Cl)Cl)Cl.[NH2:13][C:14]1[CH:23]=[C:22]2[C:17]([CH2:18][CH2:19][C:20](=[O:24])[NH:21]2)=[CH:16][CH:15]=1.CCN(C(C)C)C(C)C.[Cl-].[F:35][C:36]1[C:45]([F:46])=[C:44]2[C:39]([C@H:40]([NH3+:49])[CH2:41][C:42]([CH3:48])([CH3:47])[O:43]2)=[CH:38][CH:37]=1. The catalyst is C1COCC1.C([O-])(O)=O.[Na+]. The product is [F:35][C:36]1[C:45]([F:46])=[C:44]2[C:39]([C@H:40]([NH:49][C:2]([NH:13][C:14]3[CH:23]=[C:22]4[C:17]([CH2:18][CH2:19][C:20](=[O:24])[NH:21]4)=[CH:16][CH:15]=3)=[O:4])[CH2:41][C:42]([CH3:47])([CH3:48])[O:43]2)=[CH:38][CH:37]=1. The yield is 0.840. (3) The reactants are [C:1](OC(=O)C)(=[O:3])[CH3:2].[I:8][C:9]1[C:14]2[O:15][CH2:16][O:17][C:13]=2[C:12]([NH2:18])=[CH:11][CH:10]=1.O. The catalyst is C(O)(=O)C. The product is [I:8][C:9]1[C:14]2[O:15][CH2:16][O:17][C:13]=2[C:12]([NH:18][C:1](=[O:3])[CH3:2])=[CH:11][CH:10]=1. The yield is 0.926. (4) The reactants are Br[C:2]1[CH:7]=[CH:6][C:5]([CH:8]2[CH2:13][CH2:12][O:11][CH2:10][CH2:9]2)=[CH:4][CH:3]=1.[CH3:14][C:15]1([CH3:31])[C:19]([CH3:21])([CH3:20])[O:18][B:17]([B:17]2[O:18][C:19]([CH3:21])([CH3:20])[C:15]([CH3:31])([CH3:14])[O:16]2)[O:16]1.C([O-])(=O)C.[K+].O. The catalyst is O1CCOCC1.C1C=CC(P(C2C=CC=CC=2)[C-]2C=CC=C2)=CC=1.C1C=CC(P(C2C=CC=CC=2)[C-]2C=CC=C2)=CC=1.Cl[Pd]Cl.[Fe+2].C(OCC)(=O)C. The product is [CH3:14][C:15]1([CH3:31])[C:19]([CH3:21])([CH3:20])[O:18][B:17]([C:2]2[CH:7]=[CH:6][C:5]([CH:8]3[CH2:13][CH2:12][O:11][CH2:10][CH2:9]3)=[CH:4][CH:3]=2)[O:16]1. The yield is 0.338. (5) The reactants are [CH2:1]([N:3]1[CH2:8][C:7]([CH3:10])([CH3:9])[O:6][C:5](=[O:11])[CH:4]1[CH2:12][C:13]([OH:15])=O)[CH3:2].C(N(C(C)C)CC)(C)C.CN(C(ON1N=NC2C=CC=NC1=2)=[N+](C)C)C.F[P-](F)(F)(F)(F)F.[F:49][C:50]([F:60])([F:59])[C:51]1[CH:52]=[C:53]([CH:56]=[CH:57][CH:58]=1)[CH2:54][NH2:55]. The catalyst is CN(C=O)C. The product is [CH2:1]([N:3]1[CH2:8][C:7]([CH3:9])([CH3:10])[O:6][C:5](=[O:11])[CH:4]1[CH2:12][C:13]([NH:55][CH2:54][C:53]1[CH:56]=[CH:57][CH:58]=[C:51]([C:50]([F:49])([F:59])[F:60])[CH:52]=1)=[O:15])[CH3:2]. The yield is 0.490. (6) The reactants are Cl.[CH3:2][O:3][C:4](=[O:23])[C@H:5]([CH2:7][C:8]1[CH:13]=[CH:12][C:11]([C:14]2[C:15](=[O:22])[N:16]([CH3:21])[CH:17]=[C:18]([Cl:20])[CH:19]=2)=[CH:10][CH:9]=1)[NH2:6].[CH3:24][O:25][CH2:26][CH2:27][C:28]1([C:33](O)=[O:34])[CH2:32][CH2:31][CH2:30][CH2:29]1.CCN(C(C)C)C(C)C.CN(C(ON1N=NC2C=CC=CC1=2)=[N+](C)C)C.F[P-](F)(F)(F)(F)F. The catalyst is CN(C=O)C. The product is [CH3:2][O:3][C:4](=[O:23])[C@H:5]([CH2:7][C:8]1[CH:9]=[CH:10][C:11]([C:14]2[C:15](=[O:22])[N:16]([CH3:21])[CH:17]=[C:18]([Cl:20])[CH:19]=2)=[CH:12][CH:13]=1)[NH:6][C:33]([C:28]1([CH2:27][CH2:26][O:25][CH3:24])[CH2:32][CH2:31][CH2:30][CH2:29]1)=[O:34]. The yield is 0.590. (7) The reactants are [CH2:1](Br)[C:2]1[CH:7]=[CH:6][CH:5]=[CH:4][CH:3]=1.C(=O)([O-])[O-].[K+].[K+].[Br:15][C:16]1[CH:17]=[N:18][N:19]([CH:21]2[CH2:26][CH2:25][NH:24][CH2:23][CH2:22]2)[CH:20]=1. The catalyst is CN(C=O)C. The product is [CH2:1]([N:24]1[CH2:23][CH2:22][CH:21]([N:19]2[CH:20]=[C:16]([Br:15])[CH:17]=[N:18]2)[CH2:26][CH2:25]1)[C:2]1[CH:7]=[CH:6][CH:5]=[CH:4][CH:3]=1. The yield is 0.650.